Dataset: Peptide-MHC class I binding affinity with 185,985 pairs from IEDB/IMGT. Task: Regression. Given a peptide amino acid sequence and an MHC pseudo amino acid sequence, predict their binding affinity value. This is MHC class I binding data. (1) The peptide sequence is MQPQNGQFI. The MHC is H-2-Db with pseudo-sequence H-2-Db. The binding affinity (normalized) is 0.636. (2) The peptide sequence is STQNAINGI. The MHC is Mamu-A02 with pseudo-sequence Mamu-A02. The binding affinity (normalized) is 0.318. (3) The peptide sequence is FIVEHINAM. The MHC is HLA-A02:06 with pseudo-sequence HLA-A02:06. The binding affinity (normalized) is 0.936. (4) The peptide sequence is LYPTFYCLF. The MHC is HLA-A24:02 with pseudo-sequence HLA-A24:02. The binding affinity (normalized) is 1.00. (5) The peptide sequence is LFCASDAKAY. The MHC is HLA-A02:03 with pseudo-sequence HLA-A02:03. The binding affinity (normalized) is 0. (6) The peptide sequence is INPSAMLSAI. The MHC is Mamu-A01 with pseudo-sequence Mamu-A01. The binding affinity (normalized) is 0.334.